From a dataset of Reaction yield outcomes from USPTO patents with 853,638 reactions. Predict the reaction yield, written as a fraction of the theoretical maximum amount of product (1.0 means a 100% yield; for example, 0.34 means a 34% yield). The product is [N:5]1[C:4]2[CH:8]=[CH:9][S:10][C:3]=2[C:2]([N:15]2[CH2:16][CH2:17][CH:12]([O:11][C:28](=[O:27])[NH:29][C:30]3[CH:35]=[CH:34][C:33]([CH:36]([CH3:37])[CH3:38])=[CH:32][CH:31]=3)[CH2:13][CH2:14]2)=[N:7][CH:6]=1. The reactants are Cl[C:2]1[C:3]2[S:10][CH:9]=[CH:8][C:4]=2[N:5]=[CH:6][N:7]=1.[OH:11][CH:12]1[CH2:17][CH2:16][NH:15][CH2:14][CH2:13]1.[N+](C1C=CC([O:27][C:28](=O)[NH:29][C:30]2[CH:35]=[CH:34][C:33]([CH:36]([CH3:38])[CH3:37])=[CH:32][CH:31]=2)=CC=1)([O-])=O.[H-].[Na+]. The yield is 0.310. The catalyst is CCOC(C)=O.